This data is from Full USPTO retrosynthesis dataset with 1.9M reactions from patents (1976-2016). The task is: Predict the reactants needed to synthesize the given product. (1) The reactants are: [CH3:1][O:2][C:3]1[CH:4]=[N:5][C:6]2[C:11]([CH:12]=1)=[C:10]([N+:13]([O-:15])=[O:14])[CH:9]=[CH:8][CH:7]=2.[CH3:16][C:17]1[CH:22]=[CH:21][C:20]([S:23]([O:26]C)(=[O:25])=[O:24])=[CH:19][CH:18]=1. Given the product [CH3:16][C:17]1[CH:18]=[CH:19][C:20]([S:23]([O-:26])(=[O:25])=[O:24])=[CH:21][CH:22]=1.[CH3:1][O:2][C:3]1[CH:4]=[N+:5]([CH3:16])[C:6]2[C:11]([CH:12]=1)=[C:10]([N+:13]([O-:15])=[O:14])[CH:9]=[CH:8][CH:7]=2, predict the reactants needed to synthesize it. (2) Given the product [NH2:1][C@:2]1([CH2:21][OH:22])[CH2:6][CH2:5][C@@H:4]([C:7]2[CH:12]=[CH:11][C:10]([CH2:13][CH2:14][CH2:15][CH2:16][CH2:17][CH2:18][O:19][CH3:20])=[CH:9][CH:8]=2)[CH2:3]1.[OH2:19].[ClH:27], predict the reactants needed to synthesize it. The reactants are: [NH2:1][C@:2]1([C:21](OC)=[O:22])[CH2:6][CH2:5][C@@H:4]([C:7]2[CH:12]=[CH:11][C:10]([CH2:13][CH2:14][CH2:15][CH2:16][CH2:17][CH2:18][O:19][CH3:20])=[CH:9][CH:8]=2)[CH2:3]1.[BH4-].[Na+].[ClH:27]. (3) Given the product [OH:9][C:8]1[CH:7]=[CH:6][C:5]([C:17]2[CH:18]=[CH:19][C:20]3[N:21]([N:23]=[C:24]([NH:26][C:27](=[O:41])[C:28]4[CH:29]=[CH:30][C:31]([CH2:34][N:35]5[CH2:40][CH2:39][CH2:38][CH2:37][CH2:36]5)=[CH:32][CH:33]=4)[N:25]=3)[CH:22]=2)=[CH:4][C:3]=1[O:2][CH3:1], predict the reactants needed to synthesize it. The reactants are: [CH3:1][O:2][C:3]1[CH:4]=[C:5]([C:17]2[CH:18]=[CH:19][C:20]3[N:21]([N:23]=[C:24]([NH:26][C:27](=[O:41])[C:28]4[CH:33]=[CH:32][C:31]([CH2:34][N:35]5[CH2:40][CH2:39][CH2:38][CH2:37][CH2:36]5)=[CH:30][CH:29]=4)[N:25]=3)[CH:22]=2)[CH:6]=[CH:7][C:8]=1[O:9]CC1C=CC=CC=1.FC(F)(F)C(O)=O. (4) Given the product [OH:4][CH:1]1[O:5][CH2:12][CH2:11][N:10]([CH2:9][C:8]2[CH:14]=[CH:15][CH:16]=[CH:17][C:7]=2[Cl:6])[C:2]1=[O:3], predict the reactants needed to synthesize it. The reactants are: [C:1]([OH:5])(=[O:4])[CH:2]=[O:3].[Cl:6][C:7]1[CH:17]=[CH:16][CH:15]=[CH:14][C:8]=1[CH2:9][NH:10][CH2:11][CH2:12]O.O.